Dataset: Peptide-MHC class I binding affinity with 185,985 pairs from IEDB/IMGT. Task: Regression. Given a peptide amino acid sequence and an MHC pseudo amino acid sequence, predict their binding affinity value. This is MHC class I binding data. (1) The peptide sequence is VTYNCCDDDY. The MHC is HLA-A23:01 with pseudo-sequence HLA-A23:01. The binding affinity (normalized) is 0. (2) The peptide sequence is KLLNRVIGY. The binding affinity (normalized) is 0.247. The MHC is HLA-A31:01 with pseudo-sequence HLA-A31:01. (3) The peptide sequence is SLLNATDIAV. The MHC is Mamu-A2601 with pseudo-sequence Mamu-A2601. The binding affinity (normalized) is 0. (4) The MHC is HLA-A01:01 with pseudo-sequence HLA-A01:01. The binding affinity (normalized) is 0.213. The peptide sequence is RLHRLLLMR.